This data is from Forward reaction prediction with 1.9M reactions from USPTO patents (1976-2016). The task is: Predict the product of the given reaction. Given the reactants [Cl:1][C:2]1[CH:35]=[CH:34][CH:33]=[CH:32][C:3]=1[CH2:4][O:5][CH2:6][CH2:7][N:8]([C@H:25]1[CH2:30][CH2:29][C@H:28]([CH3:31])[CH2:27][CH2:26]1)[C:9](=[O:24])[NH:10][C:11]1[S:12][C:13]([S:16][CH2:17][C:18]([CH3:23])([CH3:22])[C:19]([OH:21])=[O:20])=[CH:14][N:15]=1.BrCC1C=CC([F:44])=CC=1Cl.C(OC(=O)C(C)(C)CSC1SC(N)=NC=1)C, predict the reaction product. The product is: [Cl:1][C:2]1[CH:35]=[C:34]([F:44])[CH:33]=[CH:32][C:3]=1[CH2:4][O:5][CH2:6][CH2:7][N:8]([C@H:25]1[CH2:30][CH2:29][C@H:28]([CH3:31])[CH2:27][CH2:26]1)[C:9](=[O:24])[NH:10][C:11]1[S:12][C:13]([S:16][CH2:17][C:18]([CH3:22])([CH3:23])[C:19]([OH:21])=[O:20])=[CH:14][N:15]=1.